From a dataset of Reaction yield outcomes from USPTO patents with 853,638 reactions. Predict the reaction yield, written as a fraction of the theoretical maximum amount of product (1.0 means a 100% yield; for example, 0.34 means a 34% yield). (1) The reactants are [C:1]([N:4]1[CH2:9][CH2:8][C:7](=O)[CH2:6][CH2:5]1)(=[O:3])[CH3:2].BrBr.[NH2:13][C:14]([NH2:16])=[S:15]. The catalyst is C(O)(=O)C. The product is [C:1]([N:4]1[CH2:9][CH2:8][C:7]2[N:13]=[C:14]([NH2:16])[S:15][C:6]=2[CH2:5]1)(=[O:3])[CH3:2]. The yield is 0.100. (2) The reactants are Br[C:2]1[CH:7]=[CH:6][C:5]2[C:8]3[CH2:9][N:10]([C:16]([O:18][C:19]([CH3:22])([CH3:21])[CH3:20])=[O:17])[CH2:11][CH2:12][CH2:13][C:14]=3[S:15][C:4]=2[CH:3]=1.[F:23][C:24]1[CH:25]=[CH:26][C:27]([CH2:30][O:31][C:32]2[CH:37]=[CH:36][NH:35][C:34](=[O:38])[CH:33]=2)=[N:28][CH:29]=1. No catalyst specified. The product is [F:23][C:24]1[CH:25]=[CH:26][C:27]([CH2:30][O:31][C:32]2[CH:37]=[CH:36][N:35]([C:2]3[CH:7]=[CH:6][C:5]4[C:8]5[CH2:9][N:10]([C:16]([O:18][C:19]([CH3:22])([CH3:21])[CH3:20])=[O:17])[CH2:11][CH2:12][CH2:13][C:14]=5[S:15][C:4]=4[CH:3]=3)[C:34](=[O:38])[CH:33]=2)=[N:28][CH:29]=1. The yield is 0.570. (3) The reactants are Cl.[O:2]1[C:8]2[CH:9]=[CH:10][C:11]([B:13]([OH:15])[OH:14])=[CH:12][C:7]=2[CH2:6][NH:5][CH2:4][CH2:3]1.Cl[C:17]1[C:22]([CH2:23][C:24]2[CH:29]=[CH:28][C:27]([F:30])=[CH:26][CH:25]=2)=[C:21]([CH3:31])[N:20]=[CH:19][N:18]=1.C(N(C(C)C)CC)(C)C. No catalyst specified. The product is [F:30][C:27]1[CH:26]=[CH:25][C:24]([CH2:23][C:22]2[C:17]([N:5]3[CH2:6][C:7]4[CH:12]=[C:11]([B:13]([OH:15])[OH:14])[CH:10]=[CH:9][C:8]=4[O:2][CH2:3][CH2:4]3)=[N:18][CH:19]=[N:20][C:21]=2[CH3:31])=[CH:29][CH:28]=1. The yield is 0.350. (4) The reactants are [NH:1]1[C:5]2=[N:6][CH:7]=[C:8]([C:10]3[CH:11]=[C:12]([C:16]([N:18]4[CH2:23][CH2:22][O:21][CH2:20][CH2:19]4)=[O:17])[CH:13]=[CH:14][CH:15]=3)[CH:9]=[C:4]2[CH:3]=[CH:2]1.C1C(=O)N([I:31])C(=O)C1. The catalyst is CC(C)=O. The product is [I:31][C:3]1[C:4]2[C:5](=[N:6][CH:7]=[C:8]([C:10]3[CH:11]=[C:12]([C:16]([N:18]4[CH2:23][CH2:22][O:21][CH2:20][CH2:19]4)=[O:17])[CH:13]=[CH:14][CH:15]=3)[CH:9]=2)[NH:1][CH:2]=1. The yield is 0.770. (5) The reactants are [NH2:1][CH2:2][C@H:3]1[CH2:8][CH2:7][C@H:6]([CH2:9][NH:10][C:11](=[O:17])[O:12][C:13]([CH3:16])([CH3:15])[CH3:14])[CH2:5][CH2:4]1.CCN(C(C)C)C(C)C.[C:27]1([C:37](Cl)=[O:38])[C:36]2[C:31](=[CH:32][CH:33]=[CH:34][CH:35]=2)[CH:30]=[CH:29][CH:28]=1. The catalyst is C(Cl)Cl.CS(C)=O. The product is [C:27]1([C:37]([NH:1][CH2:2][C@H:3]2[CH2:4][CH2:5][C@H:6]([CH2:9][NH:10][C:11](=[O:17])[O:12][C:13]([CH3:14])([CH3:16])[CH3:15])[CH2:7][CH2:8]2)=[O:38])[C:36]2[C:31](=[CH:32][CH:33]=[CH:34][CH:35]=2)[CH:30]=[CH:29][CH:28]=1. The yield is 0.500. (6) The reactants are C1(C2C=C(N)ON=2)CC1.[CH:10]([C:13]1[CH:17]=[C:16]([NH:18][C:19](=[O:27])[O:20][C:21]2[CH:26]=[CH:25][CH:24]=[CH:23][CH:22]=2)[O:15][N:14]=1)([CH3:12])[CH3:11]. No catalyst specified. The product is [CH:10]1([C:13]2[CH:17]=[C:16]([NH:18][C:19](=[O:27])[O:20][C:21]3[CH:22]=[CH:23][CH:24]=[CH:25][CH:26]=3)[O:15][N:14]=2)[CH2:12][CH2:11]1. The yield is 0.710. (7) The reactants are [NH2:1][C:2]1[N:10]=[C:9]2[C:5]([NH:6][CH:7]=[N:8]2)=[C:4]([I:11])[N:3]=1.Br[CH2:13][C:14]([O:16][CH2:17][CH3:18])=[O:15].C(=O)([O-])[O-].[K+].[K+]. The catalyst is CN(C=O)C. The product is [CH2:17]([O:16][C:14](=[O:15])[CH2:13][N:8]1[CH:7]=[N:6][C:5]2[C:9]1=[N:10][C:2]([NH2:1])=[N:3][C:4]=2[I:11])[CH3:18]. The yield is 0.950.